From a dataset of Catalyst prediction with 721,799 reactions and 888 catalyst types from USPTO. Predict which catalyst facilitates the given reaction. (1) Reactant: C([Li])CCC.[CH3:6][CH:7]1[S:11][C:10]2=[CH:12][C:13]3[S:14][C:15]([CH3:18])=[CH:16][C:17]=3[C:9]2=[CH:8]1.[CH2:19]([O:22][C:23]1[C:28]([C:29]([CH3:32])([CH3:31])[CH3:30])=[CH:27][C:26]([CH3:33])=[CH:25][C:24]=1[Si:34](Cl)([CH2:37][CH3:38])[CH2:35][CH3:36])[CH:20]=[CH2:21]. Product: [CH2:19]([O:22][C:23]1[C:28]([C:29]([CH3:30])([CH3:31])[CH3:32])=[CH:27][C:26]([CH3:33])=[CH:25][C:24]=1[Si:34]([C:12]1[C:13]2[S:14][C:15]([CH3:18])=[CH:16][C:17]=2[C:9]2[C:10]=1[S:11][CH:7]([CH3:6])[CH:8]=2)([CH2:35][CH3:36])[CH2:37][CH3:38])[CH:20]=[CH2:21]. The catalyst class is: 207. (2) Reactant: [Cl:1][C:2]1[CH:7]=[CH:6][C:5]([C:8]2[CH:13]=[CH:12][N:11]=[CH:10][C:9]=2[CH2:14][OH:15])=[C:4](F)[CH:3]=1.[H-].[Na+]. Product: [Cl:1][C:2]1[CH:7]=[CH:6][C:5]2[C:8]3[C:9](=[CH:10][N:11]=[CH:12][CH:13]=3)[CH2:14][O:15][C:4]=2[CH:3]=1. The catalyst class is: 1. (3) Reactant: [CH3:1][S:2]([C:5]1[CH:10]=[CH:9][C:8]([C:11]2[CH:16]=[CH:15][C:14]([OH:17])=[CH:13][CH:12]=2)=[CH:7][CH:6]=1)(=[O:4])=[O:3].[C:18]([N:25]1[CH2:30][CH2:29][CH:28]([CH2:31]O)[CH2:27][CH2:26]1)([O:20][C:21]([CH3:24])([CH3:23])[CH3:22])=[O:19].C1C=CC(P(C2C=CC=CC=2)C2C=CC=CC=2)=CC=1.N(C(OC(C)C)=O)=NC(OC(C)C)=O. Product: [CH3:1][S:2]([C:5]1[CH:6]=[CH:7][C:8]([C:11]2[CH:16]=[CH:15][C:14]([O:17][CH2:31][CH:28]3[CH2:29][CH2:30][N:25]([C:18]([O:20][C:21]([CH3:22])([CH3:24])[CH3:23])=[O:19])[CH2:26][CH2:27]3)=[CH:13][CH:12]=2)=[CH:9][CH:10]=1)(=[O:3])=[O:4]. The catalyst class is: 49. (4) Reactant: [CH:1]([NH:4][C:5]([C:7]1[C:16](=[O:17])[C:15]2[C:10](=[N:11][CH:12]=[CH:13][CH:14]=2)[N:9]([C:18]2[CH:23]=[CH:22][CH:21]=[C:20]([C:24]#[C:25][Si](C)(C)C)[CH:19]=2)[CH:8]=1)=[O:6])([CH3:3])[CH3:2].[OH-].[Na+]. Product: [CH:1]([NH:4][C:5]([C:7]1[C:16](=[O:17])[C:15]2[C:10](=[N:11][CH:12]=[CH:13][CH:14]=2)[N:9]([C:18]2[CH:23]=[CH:22][CH:21]=[C:20]([C:24]#[CH:25])[CH:19]=2)[CH:8]=1)=[O:6])([CH3:3])[CH3:2]. The catalyst class is: 5. (5) Reactant: C(OC([N:8]1[CH2:28][CH2:27][N:11]2[C:12](=[O:26])[C:13]3[C:18]([C@@H:10]2[CH2:9]1)=[CH:17][C:16](/[CH:19]=[CH:20]\[CH3:21])=[CH:15][C:14]=3[C:22]([F:25])([F:24])[F:23])=O)(C)(C)C.[ClH:29]. Product: [ClH:29].[CH:19](/[C:16]1[CH:17]=[C:18]2[C:13]([C:12](=[O:26])[N:11]3[CH2:27][CH2:28][NH:8][CH2:9][C@H:10]32)=[C:14]([C:22]([F:24])([F:25])[F:23])[CH:15]=1)=[CH:20]/[CH3:21]. The catalyst class is: 316. (6) Reactant: [Cl-].O[NH3+:3].[C:4](=[O:7])([O-])[OH:5].[Na+].CS(C)=O.[CH2:13]([C:17]1[N:18]([CH2:34][C:35]2[CH:40]=[CH:39][C:38]([C:41]3[C:42]([C:47]#[N:48])=[CH:43][CH:44]=[CH:45][CH:46]=3)=[CH:37][CH:36]=2)[C:19](=[O:33])[C:20]([C:24]2[CH:25]=[CH:26][C:27]3[O:31][CH2:30][CH2:29][C:28]=3[CH:32]=2)=[C:21]([CH3:23])[N:22]=1)[CH2:14][CH2:15][CH3:16]. The catalyst class is: 6. Product: [CH2:13]([C:17]1[N:18]([CH2:34][C:35]2[CH:36]=[CH:37][C:38]([C:41]3[CH:46]=[CH:45][CH:44]=[CH:43][C:42]=3[C:47]3[NH:3][C:4](=[O:7])[O:5][N:48]=3)=[CH:39][CH:40]=2)[C:19](=[O:33])[C:20]([C:24]2[CH:25]=[CH:26][C:27]3[O:31][CH2:30][CH2:29][C:28]=3[CH:32]=2)=[C:21]([CH3:23])[N:22]=1)[CH2:14][CH2:15][CH3:16]. (7) Reactant: [C:1]([C:5]1[CH:10]=[CH:9][C:8]([NH:11][C:12]2[C:20]3[C:15](=[CH:16][CH:17]=[CH:18][CH:19]=3)[NH:14][C:13]=2[C:21]([O:23][CH2:24][CH3:25])=[O:22])=[CH:7][CH:6]=1)([CH3:4])([CH3:3])[CH3:2].C[Si]([N-][Si](C)(C)C)(C)C.[Na+].Cl[CH2:37][C:38]1[CH:43]=[C:42]([O:44][CH2:45][CH2:46][O:47][CH3:48])[CH:41]=[C:40]([O:49][CH2:50][CH2:51][O:52][CH3:53])[CH:39]=1. Product: [CH3:53][O:52][CH2:51][CH2:50][O:49][C:40]1[CH:39]=[C:38]([CH:43]=[C:42]([O:44][CH2:45][CH2:46][O:47][CH3:48])[CH:41]=1)[CH2:37][N:14]1[C:15]2[C:20](=[CH:19][CH:18]=[CH:17][CH:16]=2)[C:12]([NH:11][C:8]2[CH:7]=[CH:6][C:5]([C:1]([CH3:4])([CH3:2])[CH3:3])=[CH:10][CH:9]=2)=[C:13]1[C:21]([O:23][CH2:24][CH3:25])=[O:22]. The catalyst class is: 827. (8) Product: [N:1]1[CH:6]=[CH:5][C:4]([CH2:7][C:8]([OH:10])=[O:9])=[N:3][CH:2]=1. Reactant: [N:1]1[CH:6]=[CH:5][C:4]([CH2:7][C:8]([O:10]CC)=[O:9])=[N:3][CH:2]=1.[OH-].[Na+]. The catalyst class is: 8. (9) Reactant: [CH3:13][C:12]([O:11][C:9](O[C:9]([O:11][C:12]([CH3:15])([CH3:14])[CH3:13])=[O:10])=[O:10])([CH3:15])[CH3:14].[Br:16][C:17]1[CH:23]=[CH:22][C:20]([NH2:21])=[CH:19][C:18]=1[CH2:24][N:25]([CH3:27])[CH3:26]. Product: [Br:16][C:17]1[CH:23]=[CH:22][C:20]([NH:21][C:9](=[O:10])[O:11][C:12]([CH3:13])([CH3:14])[CH3:15])=[CH:19][C:18]=1[CH2:24][N:25]([CH3:27])[CH3:26]. The catalyst class is: 2.